Task: Predict the product of the given reaction.. Dataset: Forward reaction prediction with 1.9M reactions from USPTO patents (1976-2016) (1) Given the reactants [F:1][CH:2]([F:5])[CH2:3]Cl.[Cl:6][C:7]1[CH:14]=[CH:13][C:10]([CH2:11][NH2:12])=[CH:9][CH:8]=1, predict the reaction product. The product is: [F:1][CH:2]([F:5])[CH2:3][NH:12][CH2:11][C:10]1[CH:13]=[CH:14][C:7]([Cl:6])=[CH:8][CH:9]=1. (2) Given the reactants [N+:1]([C:4]1[CH:12]=[C:11]([C:13]([F:16])([F:15])[F:14])[CH:10]=[CH:9][C:5]=1[C:6]([NH2:8])=[O:7])([O-])=O, predict the reaction product. The product is: [NH2:1][C:4]1[CH:12]=[C:11]([C:13]([F:14])([F:15])[F:16])[CH:10]=[CH:9][C:5]=1[C:6]([NH2:8])=[O:7]. (3) Given the reactants [CH2:1]([O:3][C:4]([C:6]1[CH:7]=[N:8][N:9]([C:11]2[CH:16]=[CH:15][CH:14]=[C:13](Br)[CH:12]=2)[CH:10]=1)=[O:5])[CH3:2].[Cl:18][C:19]1[CH:24]=[CH:23][CH:22]=[CH:21][C:20]=1B(O)O.C(=O)([O-])[O-].[Na+].[Na+], predict the reaction product. The product is: [Cl:18][C:19]1[CH:24]=[CH:23][CH:22]=[CH:21][C:20]=1[C:13]1[CH:14]=[CH:15][CH:16]=[C:11]([N:9]2[CH:10]=[C:6]([C:4]([O:3][CH2:1][CH3:2])=[O:5])[CH:7]=[N:8]2)[CH:12]=1. (4) Given the reactants [NH2:1]/[C:2](=[N:19]\[O:20][C:21]([C:23]1[CH:28]=[CH:27][C:26]([C:29]2[CH:34]=[CH:33][CH:32]=[CH:31][C:30]=2[CH3:35])=[C:25]([C:36]([F:39])([F:38])[F:37])[CH:24]=1)=O)/[C:3]1[CH:8]=[CH:7][C:6]([C@H:9]([NH:11][C:12](=[O:18])[O:13][C:14]([CH3:17])([CH3:16])[CH3:15])[CH3:10])=[CH:5][CH:4]=1, predict the reaction product. The product is: [CH3:35][C:30]1[CH:31]=[CH:32][CH:33]=[CH:34][C:29]=1[C:26]1[CH:27]=[CH:28][C:23]([C:21]2[O:20][N:19]=[C:2]([C:3]3[CH:4]=[CH:5][C:6]([C@H:9]([NH:11][C:12](=[O:18])[O:13][C:14]([CH3:16])([CH3:17])[CH3:15])[CH3:10])=[CH:7][CH:8]=3)[N:1]=2)=[CH:24][C:25]=1[C:36]([F:39])([F:37])[F:38]. (5) Given the reactants [F:1][C:2]1[CH:3]=[C:4]([CH2:11][C:12]([OH:14])=O)[CH:5]=[CH:6][C:7]=1[N+:8]([O-:10])=[O:9].[NH:15]1[CH2:20][CH2:19][O:18][CH2:17][CH2:16]1.CN(C(ON1N=NC2C=CC=NC1=2)=[N+](C)C)C.F[P-](F)(F)(F)(F)F.N1C=CC=CC=1, predict the reaction product. The product is: [F:1][C:2]1[CH:3]=[C:4]([CH2:11][C:12]([N:15]2[CH2:20][CH2:19][O:18][CH2:17][CH2:16]2)=[O:14])[CH:5]=[CH:6][C:7]=1[N+:8]([O-:10])=[O:9].